From a dataset of Catalyst prediction with 721,799 reactions and 888 catalyst types from USPTO. Predict which catalyst facilitates the given reaction. (1) Reactant: [N:1]1[CH:6]=[CH:5][C:4]([C:7]([O:9]C)=O)=[CH:3][N:2]=1.O.[NH2:12][NH2:13]. Product: [N:1]1[CH:6]=[CH:5][C:4]([C:7]([NH:12][NH2:13])=[O:9])=[CH:3][N:2]=1. The catalyst class is: 5. (2) Reactant: Cl.[NH2:2][C@H:3]([C:14]([O:16][CH3:17])=[O:15])[CH2:4][C:5]1[C:13]2[C:8](=[CH:9][CH:10]=[CH:11][CH:12]=2)[NH:7][CH:6]=1.C(N(CC)CC)C.[C:25]([O:28][C:29]1[CH:30]=[C:31]([CH:37]=[CH:38][CH:39]=1)[CH:32]=[CH:33][C:34](O)=[O:35])(=[O:27])[CH3:26].CCN=C=NCCCN(C)C.Cl. Product: [C:25]([O:28][C:29]1[CH:30]=[C:31]([CH:32]=[CH:33][C:34]([NH:2][C@H:3]([C:14]([O:16][CH3:17])=[O:15])[CH2:4][C:5]2[C:13]3[C:8](=[CH:9][CH:10]=[CH:11][CH:12]=3)[NH:7][CH:6]=2)=[O:35])[CH:37]=[CH:38][CH:39]=1)(=[O:27])[CH3:26]. The catalyst class is: 2. (3) Reactant: [OH:1][CH2:2][C:3]1[CH:4]=[C:5]([CH2:9][CH2:10][CH2:11][OH:12])[CH:6]=[CH:7][CH:8]=1. Product: [OH:12][CH2:11][CH2:10][CH2:9][C:5]1[CH:4]=[C:3]([CH:8]=[CH:7][CH:6]=1)[CH:2]=[O:1]. The catalyst class is: 327. (4) Reactant: [F:1][C:2]1[C:3]([CH3:11])=[N:4][CH:5]=[C:6]([CH:10]=1)C(O)=O.C1(P(N=[N+]=[N-])(C2C=CC=CC=2)=[O:19])C=CC=CC=1.C([N:32]([CH2:36]C)C(C)C)(C)C.[CH2:38]([OH:45])[C:39]1[CH:44]=[CH:43][CH:42]=[CH:41][CH:40]=1. The catalyst class is: 11. Product: [CH2:38]([O:45][C:36](=[O:19])[NH:32][C:6]1[CH:5]=[N:4][C:3]([CH3:11])=[C:2]([F:1])[CH:10]=1)[C:39]1[CH:44]=[CH:43][CH:42]=[CH:41][CH:40]=1.